Regression. Given two drug SMILES strings and cell line genomic features, predict the synergy score measuring deviation from expected non-interaction effect. From a dataset of NCI-60 drug combinations with 297,098 pairs across 59 cell lines. Drug 1: CCCS(=O)(=O)NC1=C(C(=C(C=C1)F)C(=O)C2=CNC3=C2C=C(C=N3)C4=CC=C(C=C4)Cl)F. Drug 2: CC12CCC3C(C1CCC2O)C(CC4=C3C=CC(=C4)O)CCCCCCCCCS(=O)CCCC(C(F)(F)F)(F)F. Cell line: MDA-MB-231. Synergy scores: CSS=1.68, Synergy_ZIP=-0.0654, Synergy_Bliss=0.270, Synergy_Loewe=-4.39, Synergy_HSA=-1.76.